Dataset: CYP2D6 inhibition data for predicting drug metabolism from PubChem BioAssay. Task: Regression/Classification. Given a drug SMILES string, predict its absorption, distribution, metabolism, or excretion properties. Task type varies by dataset: regression for continuous measurements (e.g., permeability, clearance, half-life) or binary classification for categorical outcomes (e.g., BBB penetration, CYP inhibition). Dataset: cyp2d6_veith. (1) The compound is N#C/C(=C\c1ccc(O)c(O)c1)C(N)=O. The result is 0 (non-inhibitor). (2) The drug is COc1ccc(-c2nc3cnc(N4CCN(C)CC4)nc3n(CCC#N)c2=O)cc1. The result is 0 (non-inhibitor). (3) The compound is Cc1ccc(NC(=O)CN2CCC(NC(=O)Cc3ccccc3)CC2)cc1C. The result is 0 (non-inhibitor). (4) The result is 0 (non-inhibitor). The drug is Cc1cc(=O)oc(C)c1C(=O)NCc1ccccc1. (5) The drug is Cc1ncc(COP(=O)(O)O)c(C)c1O. The result is 0 (non-inhibitor). (6) The molecule is Cc1[nH]c2ccccc2c1-c1cc(-c2cc(-c3c(C)[nH]c4ccccc34)nc(N)n2)nc(N)n1. The result is 0 (non-inhibitor). (7) The compound is COc1ncc2nc(-c3ccccc3)c(=O)n(-c3ccccc3)c2n1. The result is 0 (non-inhibitor). (8) The drug is O=C(CC(c1ccccc1)c1ccccc1)Nc1ccc2c(c1)OCCO2. The result is 1 (inhibitor). (9) The molecule is Cc1ccc(C2/C(=C(/O)c3ccccc3)C(=O)C(=O)N2CCN2CCOCC2)o1. The result is 0 (non-inhibitor). (10) The compound is Cc1cnn(CCC(=O)NNC(=S)Nc2cccc(Cl)c2)c1. The result is 0 (non-inhibitor).